Dataset: Catalyst prediction with 721,799 reactions and 888 catalyst types from USPTO. Task: Predict which catalyst facilitates the given reaction. (1) Reactant: [F:1][C:2]1[CH:22]=[CH:21][CH:20]=[C:19]([F:23])[C:3]=1[CH2:4][O:5][C:6]1[C:7]2[N:8]([C:12]([C:16]([OH:18])=O)=[C:13]([CH3:15])[N:14]=2)[CH:9]=[CH:10][CH:11]=1.[NH2:24][CH:25]([CH3:32])[CH:26]([OH:31])[C:27]([F:30])([F:29])[F:28].CN(C(ON1N=NC2C=CC=CC1=2)=[N+](C)C)C.[B-](F)(F)(F)F. Product: [F:23][C:19]1[CH:20]=[CH:21][CH:22]=[C:2]([F:1])[C:3]=1[CH2:4][O:5][C:6]1[C:7]2[N:8]([C:12]([C:16]([NH:24][CH:25]([CH:26]([OH:31])[C:27]([F:30])([F:29])[F:28])[CH3:32])=[O:18])=[C:13]([CH3:15])[N:14]=2)[CH:9]=[CH:10][CH:11]=1. The catalyst class is: 4. (2) Reactant: [CH:1]([C:4]1[CH:9]=[CH:8][C:7]([S:10]([NH:13][C:14]2[CH:15]=[C:16]3[C:20](=[CH:21][CH:22]=2)[CH2:19][CH:18]([CH2:23][NH:24][C:25](=O)[CH2:26][CH3:27])[CH2:17]3)(=[O:12])=[O:11])=[CH:6][CH:5]=1)([CH3:3])[CH3:2].Cl. Product: [CH:1]([C:4]1[CH:5]=[CH:6][C:7]([S:10]([NH:13][C:14]2[CH:15]=[C:16]3[C:20](=[CH:21][CH:22]=2)[CH2:19][CH:18]([CH2:23][NH:24][CH2:25][CH2:26][CH3:27])[CH2:17]3)(=[O:12])=[O:11])=[CH:8][CH:9]=1)([CH3:3])[CH3:2]. The catalyst class is: 56. (3) Product: [CH3:25][N:24]1[C:15]2[CH:16]=[C:17]([C:18]([O:20][CH3:21])=[O:19])[CH:22]=[CH:23][C:14]=2[NH:13][C:1]1=[O:2]. Reactant: [C:1](C1NC=CN=1)(C1NC=CN=1)=[O:2].[NH2:13][C:14]1[CH:23]=[CH:22][C:17]([C:18]([O:20][CH3:21])=[O:19])=[CH:16][C:15]=1[NH:24][CH3:25].C(OCC)(=O)C. The catalyst class is: 7. (4) Reactant: C(=O)([O-])[O-].[K+].[K+].[Br:7][CH2:8][CH2:9]Br.[OH:11][C:12]1[CH:17]=[CH:16][C:15]([CH2:18][C:19]([O:21][CH2:22][CH3:23])=[O:20])=[CH:14][CH:13]=1. Product: [Br:7][CH2:8][CH2:9][O:11][C:12]1[CH:13]=[CH:14][C:15]([CH2:18][C:19]([O:21][CH2:22][CH3:23])=[O:20])=[CH:16][CH:17]=1. The catalyst class is: 23. (5) Reactant: [CH3:1][O:2][C:3]([C:5]1[N:6]=[CH:7][NH:8][CH:9]=1)=[O:4].Cl[CH2:11][O:12][CH3:13]. Product: [CH3:1][O:2][C:3]([C:5]1[N:6]=[CH:7][N:8]([CH2:11][O:12][CH3:13])[CH:9]=1)=[O:4]. The catalyst class is: 115. (6) The catalyst class is: 4. Reactant: [C:1](Cl)(=O)[C:2](Cl)=O.CN(C)C=O.[Br:12][C:13]1[CH:21]=[CH:20][C:19]([I:22])=[CH:18][C:14]=1[C:15]([OH:17])=O. Product: [Br:12][C:13]1[CH:21]=[CH:20][C:19]([I:22])=[CH:18][C:14]=1[C:15]([C:13]1[CH:21]=[CH:20][C:19]([CH2:1][CH3:2])=[CH:18][CH:14]=1)=[O:17]. (7) Reactant: [Cl:1][C:2]1[N:7]=[N:6][C:5]([O:8][CH2:9][CH:10]2[CH2:15][CH2:14][N:13](C(OC(C)(C)C)=O)[CH2:12][CH2:11]2)=[CH:4][CH:3]=1.O1CCOCC1. Product: [ClH:1].[Cl:1][C:2]1[N:7]=[N:6][C:5]([O:8][CH2:9][CH:10]2[CH2:15][CH2:14][NH:13][CH2:12][CH2:11]2)=[CH:4][CH:3]=1. The catalyst class is: 5.